This data is from Catalyst prediction with 721,799 reactions and 888 catalyst types from USPTO. The task is: Predict which catalyst facilitates the given reaction. (1) Product: [C:25]([NH:22][C:23](=[O:24])[N:15]([CH2:14][CH2:13][CH2:12][CH2:11][CH2:10][CH2:9][O:8][Si:1]([C:4]([CH3:7])([CH3:6])[CH3:5])([CH3:3])[CH3:2])[CH:16]1[CH2:17][CH2:18][CH2:19][CH2:20][CH2:21]1)([CH3:28])([CH3:27])[CH3:26]. The catalyst class is: 7. Reactant: [Si:1]([O:8][CH2:9][CH2:10][CH2:11][CH2:12][CH2:13][CH2:14][NH:15][CH:16]1[CH2:21][CH2:20][CH2:19][CH2:18][CH2:17]1)([C:4]([CH3:7])([CH3:6])[CH3:5])([CH3:3])[CH3:2].[N:22]([C:25]([CH3:28])([CH3:27])[CH3:26])=[C:23]=[O:24]. (2) Product: [CH:37]1[C:38]2[C:33](=[CH:32][C:31]3[C:40]([C:39]=2[O:41][P:42]2[O:19][C:4]4[C:3]([O:2][CH3:1])=[CH:8][C:7]([CH3:9])=[CH:6][C:5]=4[C:10]4[CH:15]=[C:14]([CH3:16])[CH:13]=[C:12]([CH3:17])[C:11]=4[O:18]2)=[CH:27][CH:28]=[CH:29][CH:30]=3)[CH:34]=[CH:35][CH:36]=1. Reactant: [CH3:1][O:2][C:3]1[CH:8]=[C:7]([CH3:9])[CH:6]=[C:5]([C:10]2[C:11]([OH:18])=[C:12]([CH3:17])[CH:13]=[C:14]([CH3:16])[CH:15]=2)[C:4]=1[OH:19].C(N(CC)CC)C.[CH:27]1[C:40]2[C:31](=[CH:32][C:33]3[C:38]([C:39]=2[O:41][P:42](Cl)Cl)=[CH:37][CH:36]=[CH:35][CH:34]=3)[CH:30]=[CH:29][CH:28]=1. The catalyst class is: 11. (3) Reactant: [CH3:1][C:2]1[CH:11]=[CH:10][C:9]([OH:12])=[C:8]2[C:3]=1[CH:4]=[CH:5][CH:6]=[N:7]2.[Cl-].[Cl-].[Cl-].[Al+3].[C:17](Cl)(=[O:19])[CH3:18].Cl.[OH-].[Na+]. Product: [OH:12][C:9]1[C:10]([C:17](=[O:19])[CH3:18])=[CH:11][C:2]([CH3:1])=[C:3]2[C:8]=1[N:7]=[CH:6][CH:5]=[CH:4]2. The catalyst class is: 229.